Dataset: Forward reaction prediction with 1.9M reactions from USPTO patents (1976-2016). Task: Predict the product of the given reaction. (1) The product is: [C:1]([C:3]1[CH:4]=[C:5]([C:13]2[O:17][N:16]=[C:15]([C:18]3[CH:19]=[C:20]4[C:24](=[CH:25][CH:26]=3)[N:23]([CH2:27][CH2:28][C:29]([O-:31])=[O:30])[CH:22]=[CH:21]4)[N:14]=2)[CH:6]=[CH:7][C:8]=1[O:9][CH:10]([CH3:12])[CH3:11])#[N:2].[Na+:35]. Given the reactants [C:1]([C:3]1[CH:4]=[C:5]([C:13]2[O:17][N:16]=[C:15]([C:18]3[CH:19]=[C:20]4[C:24](=[CH:25][CH:26]=3)[N:23]([CH2:27][CH2:28][C:29]([O:31]CC)=[O:30])[CH:22]=[CH:21]4)[N:14]=2)[CH:6]=[CH:7][C:8]=1[O:9][CH:10]([CH3:12])[CH3:11])#[N:2].[OH-].[Na+:35], predict the reaction product. (2) Given the reactants [CH3:1][S:2](Cl)(=[O:4])=[O:3].[C:6]([O:10][C:11](=[O:40])[NH:12][C:13]([C:15]1[S:16][C:17]([S:38][CH3:39])=[C:18]([S:20]([C:23]2[CH:24]=[C:25]([C:29]3[C:34]([CH3:35])=[CH:33][CH:32]=[CH:31][C:30]=3[CH2:36][OH:37])[CH:26]=[CH:27][CH:28]=2)(=[O:22])=[O:21])[CH:19]=1)=[NH:14])([CH3:9])([CH3:8])[CH3:7].C(N(CC)CC)C.CCOC(C)=O, predict the reaction product. The product is: [C:6]([O:10][C:11]([NH:12][C:13](=[NH:14])[C:15]1[S:16][C:17]([S:38][CH3:39])=[C:18]([S:20]([C:23]2[CH:24]=[C:25]([C:29]3[C:34]([CH3:35])=[CH:33][CH:32]=[CH:31][C:30]=3[CH2:36][O:37][S:2]([CH3:1])(=[O:4])=[O:3])[CH:26]=[CH:27][CH:28]=2)(=[O:22])=[O:21])[CH:19]=1)=[O:40])([CH3:8])([CH3:9])[CH3:7]. (3) Given the reactants C(OC(=O)[NH:7][CH:8]([C:18]1[CH:23]=[CH:22][CH:21]=[C:20]([Cl:24])[CH:19]=1)[CH2:9][NH:10][C:11]([CH:13]1[CH2:17][O:16][CH2:15][CH2:14]1)=O)(C)(C)C.B.C1COCC1.CO, predict the reaction product. The product is: [Cl:24][C:20]1[CH:19]=[C:18]([CH:8]([NH2:7])[CH2:9][NH:10][CH2:11][CH:13]2[CH2:17][O:16][CH2:15][CH2:14]2)[CH:23]=[CH:22][CH:21]=1. (4) The product is: [OH:1][N:2]1[CH:6]=[N:5][N:4]=[C:3]1[C:7]1[CH:12]=[CH:11][CH:10]=[CH:9][C:8]=1[NH2:13]. Given the reactants [OH:1][N:2]1[CH:6]=[N:5][N:4]=[C:3]1[C:7]1[CH:12]=[CH:11][CH:10]=[CH:9][C:8]=1[N+:13]([O-])=O, predict the reaction product. (5) Given the reactants Br[C:2]1[CH:3]=[N:4][N:5]([C:7]2[CH:12]=[CH:11][C:10]([Cl:13])=[CH:9][CH:8]=2)[CH:6]=1.[C:14]([C:17]1[CH:18]=[C:19](B(O)O)[CH:20]=[CH:21][CH:22]=1)([OH:16])=[O:15].C1(P(C2C=CC=CC=2)C2C=CC=CC=2)C=CC=CC=1.C([O-])([O-])=O.[Na+].[Na+], predict the reaction product. The product is: [Cl:13][C:10]1[CH:11]=[CH:12][C:7]([N:5]2[CH:6]=[C:2]([C:21]3[CH:22]=[C:17]([CH:18]=[CH:19][CH:20]=3)[C:14]([OH:16])=[O:15])[CH:3]=[N:4]2)=[CH:8][CH:9]=1.